Dataset: Full USPTO retrosynthesis dataset with 1.9M reactions from patents (1976-2016). Task: Predict the reactants needed to synthesize the given product. (1) Given the product [OH:8][CH2:9][CH2:10][C:11]1[CH:12]=[CH:13][C:14]([CH2:15][N:16]2[CH2:21][CH2:20][N:19]([C:22]([O:24][C:25]([CH3:26])([CH3:28])[CH3:27])=[O:23])[CH2:18][CH2:17]2)=[CH:29][CH:30]=1, predict the reactants needed to synthesize it. The reactants are: [Si]([O:8][CH2:9][CH2:10][C:11]1[CH:30]=[CH:29][C:14]([CH2:15][N:16]2[CH2:21][CH2:20][N:19]([C:22]([O:24][C:25]([CH3:28])([CH3:27])[CH3:26])=[O:23])[CH2:18][CH2:17]2)=[CH:13][CH:12]=1)(C(C)(C)C)(C)C.CCCC[N+](CCCC)(CCCC)CCCC.[F-]. (2) Given the product [CH:22]([C:25]1[CH:39]=[CH:38][C:28]([CH2:29][O:30][C:31]([N:16]2[CH2:17][CH2:18][CH2:19][CH:14]([C:10]3[CH:11]=[CH:12][CH:13]=[C:8]([O:7][C:5]([C:4]([O:3][CH2:1][CH3:2])=[O:21])([CH3:20])[CH3:6])[CH:9]=3)[CH2:15]2)=[O:32])=[CH:27][CH:26]=1)([CH3:24])[CH3:23], predict the reactants needed to synthesize it. The reactants are: [CH2:1]([O:3][C:4](=[O:21])[C:5]([CH3:20])([O:7][C:8]1[CH:13]=[CH:12][CH:11]=[C:10]([CH:14]2[CH2:19][CH2:18][CH2:17][NH:16][CH2:15]2)[CH:9]=1)[CH3:6])[CH3:2].[CH:22]([C:25]1[CH:39]=[CH:38][C:28]([CH2:29][O:30][C:31](N2C=CN=C2)=[O:32])=[CH:27][CH:26]=1)([CH3:24])[CH3:23].Cl. (3) Given the product [CH2:6]([O:5][C:4](=[O:8])[CH2:10][C:9]([C:12]1[CH:21]=[CH:20][C:19]2[C:14](=[CH:15][CH:16]=[CH:17][CH:18]=2)[CH:13]=1)=[O:11])[CH3:7], predict the reactants needed to synthesize it. The reactants are: C(O[C:4](=[O:8])[O:5][CH2:6][CH3:7])C.[C:9]([C:12]1[CH:21]=[CH:20][C:19]2[C:14](=[CH:15][CH:16]=[CH:17][CH:18]=2)[CH:13]=1)(=[O:11])[CH3:10]. (4) Given the product [C:1]1([C:7]([C:17]2[CH:22]=[CH:21][C:20]([CH:23]=[CH:24][C:25]([NH:27][S:28]([CH2:31][CH2:32][CH2:33][N:35]3[CH2:40][CH2:39][CH2:38][CH2:37][CH2:36]3)(=[O:30])=[O:29])=[O:26])=[CH:19][CH:18]=2)=[C:8]([C:11]2[CH:16]=[CH:15][CH:14]=[CH:13][CH:12]=2)[CH2:9][CH3:10])[CH:6]=[CH:5][CH:4]=[CH:3][CH:2]=1, predict the reactants needed to synthesize it. The reactants are: [C:1]1([C:7]([C:17]2[CH:22]=[CH:21][C:20]([CH:23]=[CH:24][C:25]([NH:27][S:28]([CH2:31][CH2:32][CH2:33]Cl)(=[O:30])=[O:29])=[O:26])=[CH:19][CH:18]=2)=[C:8]([C:11]2[CH:16]=[CH:15][CH:14]=[CH:13][CH:12]=2)[CH2:9][CH3:10])[CH:6]=[CH:5][CH:4]=[CH:3][CH:2]=1.[NH:35]1[CH2:40][CH2:39][CH2:38][CH2:37][CH2:36]1. (5) Given the product [CH2:1]([CH:3]1[N:12]2[C:7](=[CH:8][C:9](=[O:18])[C:10]([C:13]([O:15][CH2:16][CH3:17])=[O:14])=[CH:11]2)[C:6]2[CH:19]=[C:20]([O:24][CH3:25])[C:21]([O:23][CH2:27][CH2:28][N:29]3[CH:33]=[CH:32][N:31]=[CH:30]3)=[CH:22][C:5]=2[CH2:4]1)[CH3:2], predict the reactants needed to synthesize it. The reactants are: [CH2:1]([CH:3]1[N:12]2[C:7](=[CH:8][C:9](=[O:18])[C:10]([C:13]([O:15][CH2:16][CH3:17])=[O:14])=[CH:11]2)[C:6]2[CH:19]=[C:20]([O:24][CH3:25])[C:21]([OH:23])=[CH:22][C:5]=2[CH2:4]1)[CH3:2].Br[CH2:27][CH2:28][N:29]1[CH:33]=[CH:32][N:31]=[CH:30]1.C([O-])([O-])=O.[K+].[K+].O. (6) Given the product [CH3:17][C:16]1[C:8]2[C:7]([OH:18])=[C:6]([C:4]([OH:5])=[O:3])[C:11](=[O:12])[N:10]([CH3:13])[C:9]=2[S:14][CH:15]=1, predict the reactants needed to synthesize it. The reactants are: C([O:3][C:4]([C:6]1[C:11](=[O:12])[N:10]([CH3:13])[C:9]2[S:14][CH:15]=[C:16]([CH3:17])[C:8]=2[C:7]=1[OH:18])=[O:5])C.Br.CC(O)C. (7) Given the product [C:1]([N:4]([CH3:20])[C:5]1[CH:6]=[CH:7][C:8]([NH:11][C:12]([N:35]2[CH2:36][CH2:37][N:32]([C:30]3[S:29][N:28]=[C:27]([C:21]4[CH:26]=[CH:25][CH:24]=[CH:23][CH:22]=4)[N:31]=3)[CH2:33][CH2:34]2)=[O:19])=[CH:9][CH:10]=1)(=[O:3])[CH3:2], predict the reactants needed to synthesize it. The reactants are: [C:1]([N:4]([CH3:20])[C:5]1[CH:10]=[CH:9][C:8]([NH:11][C:12](=[O:19])OCC(Cl)(Cl)Cl)=[CH:7][CH:6]=1)(=[O:3])[CH3:2].[C:21]1([C:27]2[N:31]=[C:30]([N:32]3[CH2:37][CH2:36][NH:35][CH2:34][CH2:33]3)[S:29][N:28]=2)[CH:26]=[CH:25][CH:24]=[CH:23][CH:22]=1.C(N(C(C)C)CC)(C)C.CS(C)=O.